Dataset: Full USPTO retrosynthesis dataset with 1.9M reactions from patents (1976-2016). Task: Predict the reactants needed to synthesize the given product. (1) Given the product [Cl:1][C:2]1[CH:3]=[C:4]([N:9]2[C:13]([C:14]3[CH:15]=[N:16][CH:17]=[C:18]([Cl:20])[CH:19]=3)=[CH:12][C:11]([C:21]([N:46]3[CH2:50][C:49](=[O:51])[NH:48][CH2:47]3)=[O:23])=[N:10]2)[CH:5]=[CH:6][C:7]=1[F:8], predict the reactants needed to synthesize it. The reactants are: [Cl:1][C:2]1[CH:3]=[C:4]([N:9]2[C:13]([C:14]3[CH:15]=[N:16][CH:17]=[C:18]([Cl:20])[CH:19]=3)=[CH:12][C:11]([C:21]([OH:23])=O)=[N:10]2)[CH:5]=[CH:6][C:7]=1[F:8].ClC1C=C(N2C(C3C=NC=C(F)C=3)=CC(C([N:46]3[CH2:50][C:49](=[O:51])[NH:48][CH2:47]3)=O)=N2)C=CC=1F.Cl.N1C=CNC1=O. (2) The reactants are: [NH2:1][C:2]1[CH2:7][CH2:6][CH2:5][C:4](=[O:8])[C:3]=1[N:9]([C:18]1[C:23](=[O:24])[CH2:22][CH2:21][CH2:20][C:19]=1O)[C:10]1[CH:11]=[C:12]([CH:15]=[CH:16][CH:17]=1)[C:13]#[N:14]. Given the product [O:24]=[C:23]1[C:18]2[N:9]([C:10]3[CH:11]=[C:12]([CH:15]=[CH:16][CH:17]=3)[C:13]#[N:14])[C:3]3[C:4](=[O:8])[CH2:5][CH2:6][CH2:7][C:2]=3[NH:1][C:19]=2[CH2:20][CH2:21][CH2:22]1, predict the reactants needed to synthesize it. (3) The reactants are: [OH:1][C:2]1[CH:9]=[CH:8][C:5]([CH:6]=[O:7])=[CH:4][C:3]=1[O:10][CH3:11].[Cl:12][C:13]1[CH:20]=[CH:19][C:16]([CH2:17]Br)=[CH:15][CH:14]=1.C(=O)([O-])[O-].[K+].[K+]. Given the product [Cl:12][C:13]1[CH:20]=[CH:19][C:16]([CH2:17][O:1][C:2]2[CH:9]=[CH:8][C:5]([CH:6]=[O:7])=[CH:4][C:3]=2[O:10][CH3:11])=[CH:15][CH:14]=1, predict the reactants needed to synthesize it. (4) Given the product [CH2:24]([O:23][C:21]1[CH:20]=[CH:19][C:17]2[NH:18][C:13]([C:4]3[C:3](=[O:33])[N:2]([N:1]=[CH:3][CH2:4][CH2:5][CH3:6])[C:11]4[C:6]([C:5]=3[OH:12])=[CH:7][CH:8]=[CH:9][CH:10]=4)=[N:14][S:15](=[O:32])(=[O:31])[C:16]=2[CH:22]=1)[C:25]1[CH:26]=[CH:27][CH:28]=[CH:29][CH:30]=1, predict the reactants needed to synthesize it. The reactants are: [NH2:1][N:2]1[C:11]2[C:6](=[CH:7][CH:8]=[CH:9][CH:10]=2)[C:5]([OH:12])=[C:4]([C:13]2[NH:18][C:17]3[CH:19]=[CH:20][C:21]([O:23][CH2:24][C:25]4[CH:30]=[CH:29][CH:28]=[CH:27][CH:26]=4)=[CH:22][C:16]=3[S:15](=[O:32])(=[O:31])[N:14]=2)[C:3]1=[O:33]. (5) Given the product [Cl:18][C:19]1[CH:24]=[C:23]([F:25])[CH:22]=[CH:21][C:20]=1[S:26]([NH:1][CH2:2][CH2:3][C@H:4]([OH:17])[CH2:5][N:6]1[C:14](=[O:15])[C:13]2[C:8](=[CH:9][CH:10]=[CH:11][CH:12]=2)[C:7]1=[O:16])(=[O:28])=[O:27], predict the reactants needed to synthesize it. The reactants are: [NH2:1][CH2:2][CH2:3][C@H:4]([OH:17])[CH2:5][N:6]1[C:14](=[O:15])[C:13]2[C:8](=[CH:9][CH:10]=[CH:11][CH:12]=2)[C:7]1=[O:16].[Cl:18][C:19]1[CH:24]=[C:23]([F:25])[CH:22]=[CH:21][C:20]=1[S:26](Cl)(=[O:28])=[O:27].CCN(CC)CC. (6) The reactants are: Cl[C:2]1[N:11]=[CH:10][C:9]2[N:8]([CH3:12])[C:7](=[O:13])[C:6]([CH2:16][CH3:17])([CH2:14][CH3:15])[N:5]([CH:18]3[CH2:22][CH2:21][CH2:20][CH2:19]3)[C:4]=2[N:3]=1.C[CH:24]1[CH2:28][C:27]2=[C:29]([C:34]([OH:36])=[O:35])[CH:30]=[CH:31][C:32]([NH2:33])=[C:26]2[O:25]1.Cl. Given the product [CH:18]1([N:5]2[C:4]3[N:3]=[C:2]([NH:33][C:32]4[CH:31]=[CH:30][C:29]([C:34]([OH:36])=[O:35])=[C:27]5[C:26]=4[O:25][CH2:24][CH2:28]5)[N:11]=[CH:10][C:9]=3[N:8]([CH3:12])[C:7](=[O:13])[C:6]2([CH2:16][CH3:17])[CH2:14][CH3:15])[CH2:22][CH2:21][CH2:20][CH2:19]1, predict the reactants needed to synthesize it. (7) Given the product [CH3:1][O:2][C:3]1[CH:8]=[CH:7][C:6]([CH:9]([NH2:81])[C:10]2[CH:11]=[CH:12][C:13]([O:16][CH2:17][CH:18]3[CH2:19][CH:20]([O:62][CH2:63][CH2:64][CH2:65][CH2:66][CH2:67][CH2:68][CH2:69][CH2:70][CH2:71][CH2:72][CH2:73][CH2:74][CH2:75][CH2:76][CH2:77][CH2:78][CH2:79][CH3:80])[CH:21]([O:43][CH2:44][CH2:45][CH2:46][CH2:47][CH2:48][CH2:49][CH2:50][CH2:51][CH2:52][CH2:53][CH2:54][CH2:55][CH2:56][CH2:57][CH2:58][CH2:59][CH2:60][CH3:61])[CH:22]([O:24][CH2:25][CH2:26][CH2:27][CH2:28][CH2:29][CH2:30][CH2:31][CH2:32][CH2:33][CH2:34][CH2:35][CH2:36][CH2:37][CH2:38][CH2:39][CH2:40][CH2:41][CH3:42])[CH2:23]3)=[CH:14][CH:15]=2)=[CH:5][CH:4]=1, predict the reactants needed to synthesize it. The reactants are: [CH3:1][O:2][C:3]1[CH:8]=[CH:7][C:6]([CH:9]([NH:81]C(=O)OCC)[C:10]2[CH:15]=[CH:14][C:13]([O:16][CH2:17][CH:18]3[CH2:23][CH:22]([O:24][CH2:25][CH2:26][CH2:27][CH2:28][CH2:29][CH2:30][CH2:31][CH2:32][CH2:33][CH2:34][CH2:35][CH2:36][CH2:37][CH2:38][CH2:39][CH2:40][CH2:41][CH3:42])[CH:21]([O:43][CH2:44][CH2:45][CH2:46][CH2:47][CH2:48][CH2:49][CH2:50][CH2:51][CH2:52][CH2:53][CH2:54][CH2:55][CH2:56][CH2:57][CH2:58][CH2:59][CH2:60][CH3:61])[CH:20]([O:62][CH2:63][CH2:64][CH2:65][CH2:66][CH2:67][CH2:68][CH2:69][CH2:70][CH2:71][CH2:72][CH2:73][CH2:74][CH2:75][CH2:76][CH2:77][CH2:78][CH2:79][CH3:80])[CH2:19]3)=[CH:12][CH:11]=2)=[CH:5][CH:4]=1.C(O)C.[OH-].[Na+]. (8) Given the product [F:9][C:10]1[CH:15]=[C:14]([I:16])[CH:13]=[CH:12][C:11]=1[NH:17][C:19]1[C:27]([C:28]([OH:30])=[O:29])=[C:26]2[N:22]([CH2:23][CH2:24][CH2:25]2)[C:21](=[O:31])[C:20]=1[CH3:32], predict the reactants needed to synthesize it. The reactants are: [Li+].CC([N-]C(C)C)C.[F:9][C:10]1[CH:15]=[C:14]([I:16])[CH:13]=[CH:12][C:11]=1[NH2:17].Cl[C:19]1[C:27]([C:28]([OH:30])=[O:29])=[C:26]2[N:22]([CH2:23][CH2:24][CH2:25]2)[C:21](=[O:31])[C:20]=1[CH3:32].CO.